From a dataset of Reaction yield outcomes from USPTO patents with 853,638 reactions. Predict the reaction yield, written as a fraction of the theoretical maximum amount of product (1.0 means a 100% yield; for example, 0.34 means a 34% yield). (1) The reactants are [CH:1]1([S:4]([C:7]2[CH:12]=[CH:11][C:10]([CH:13]([CH2:18][CH:19]3[CH2:24][CH2:23][O:22][CH2:21][CH2:20]3)[C:14](=[O:17])[CH:15]=[CH2:16])=[CH:9][CH:8]=2)(=[O:6])=[O:5])[CH2:3][CH2:2]1.[CH:25]([C:27]1[N:28]=[CH:29][N:30]([CH2:32][C:33]([O:35][CH2:36][CH3:37])=[O:34])[CH:31]=1)=[O:26].C(N(CC)CC)C.O1CCCC1. The catalyst is [Cl-].C([N+]1C(C)=C(CCO)SC=1)C1C=CC=CC=1.C(O)C. The product is [CH:1]1([S:4]([C:7]2[CH:8]=[CH:9][C:10]([CH:13]([CH2:18][CH:19]3[CH2:24][CH2:23][O:22][CH2:21][CH2:20]3)[C:14](=[O:17])[CH2:15][CH2:16][C:25]([C:27]3[N:28]=[CH:29][N:30]([CH2:32][C:33]([O:35][CH2:36][CH3:37])=[O:34])[CH:31]=3)=[O:26])=[CH:11][CH:12]=2)(=[O:6])=[O:5])[CH2:3][CH2:2]1. The yield is 0.770. (2) The reactants are C(O)(C(F)(F)F)=O.[CH3:8][N:9]1[CH:14]2[CH2:15][CH2:16][CH:10]1[CH2:11][CH:12]([N:17]1[C:30]3[CH:29]=[CH:28][C:27]([C:31](O)=[O:32])=[CH:26][C:25]=3[O:24][C:23]3[C:18]1=[CH:19][CH:20]=[CH:21][CH:22]=3)[CH2:13]2.CN(C(ON1N=NC2C=CC=CC1=2)=[N+](C)C)C.F[P-](F)(F)(F)(F)F.[CH2:58]([N:60](CC)[CH2:61][CH3:62])[CH3:59]. The catalyst is CN(C=O)C. The product is [CH2:58]([N:60]([CH2:61][CH3:62])[C:31]([C:27]1[CH:28]=[CH:29][C:30]2[N:17]([CH:12]3[CH2:13][CH:14]4[N:9]([CH3:8])[CH:10]([CH2:16][CH2:15]4)[CH2:11]3)[C:18]3[C:23]([O:24][C:25]=2[CH:26]=1)=[CH:22][CH:21]=[CH:20][CH:19]=3)=[O:32])[CH3:59]. The yield is 0.610.